Task: Predict the product of the given reaction.. Dataset: Forward reaction prediction with 1.9M reactions from USPTO patents (1976-2016) (1) The product is: [F:38][C:36]([F:37])([F:39])[C:33]1[CH:32]=[CH:31][C:30]([C:27]2[O:26][C:25]([C:22]3[CH:21]=[C:10]([C:11]([OH:13])=[O:12])[C:9]([OH:8])=[CH:24][CH:23]=3)=[CH:29][CH:28]=2)=[CH:35][CH:34]=1. Given the reactants C([O:8][C:9]1[CH:24]=[CH:23][C:22]([C:25]2[O:26][C:27]([C:30]3[CH:35]=[CH:34][C:33]([C:36]([F:39])([F:38])[F:37])=[CH:32][CH:31]=3)=[CH:28][CH:29]=2)=[CH:21][C:10]=1[C:11]([O:13]CC1C=CC=CC=1)=[O:12])C1C=CC=CC=1.O1CCCC1, predict the reaction product. (2) Given the reactants I[C:2]1[C:10]2[C:5](=[N:6][CH:7]=[N:8][C:9]=2[NH2:11])[NH:4][N:3]=1.[Cl:12][C:13]1[CH:18]=[CH:17][C:16]([O:19][CH3:20])=[CH:15][C:14]=1B(O)O.C(=O)([O-])[O-].[Na+].[Na+].ClCCl, predict the reaction product. The product is: [Cl:12][C:13]1[CH:18]=[CH:17][C:16]([O:19][CH3:20])=[CH:15][C:14]=1[C:2]1[C:10]2[C:5](=[N:6][CH:7]=[N:8][C:9]=2[NH2:11])[NH:4][N:3]=1. (3) Given the reactants [Li+].[F:2][C:3]([F:30])([F:29])[C:4]1[CH:28]=[CH:27][C:7]([CH2:8][O:9][C:10]2[CH:15]=[CH:14][C:13]([N:16]3[CH2:21][CH2:20][N:19]([CH2:22][CH2:23][C:24]([O-:26])=O)[CH2:18][CH2:17]3)=[CH:12][CH:11]=2)=[CH:6][CH:5]=1.C(N(C(C)C)CC)(C)C.F[P-](F)(F)(F)(F)F.CN(C)C(ON1C2C=CC=CC=2N=N1)=[N+](C)C.Cl.[CH3:65][O:66][C:67]1[CH:68]=[C:69]([NH:76][CH:77]2[CH2:82][CH2:81][NH:80][CH2:79][CH2:78]2)[CH:70]=[CH:71][C:72]=1[N+:73]([O-:75])=[O:74], predict the reaction product. The product is: [CH3:65][O:66][C:67]1[CH:68]=[C:69]([NH:76][CH:77]2[CH2:82][CH2:81][N:80]([C:24](=[O:26])[CH2:23][CH2:22][N:19]3[CH2:18][CH2:17][N:16]([C:13]4[CH:14]=[CH:15][C:10]([O:9][CH2:8][C:7]5[CH:27]=[CH:28][C:4]([C:3]([F:2])([F:29])[F:30])=[CH:5][CH:6]=5)=[CH:11][CH:12]=4)[CH2:21][CH2:20]3)[CH2:79][CH2:78]2)[CH:70]=[CH:71][C:72]=1[N+:73]([O-:75])=[O:74]. (4) Given the reactants Br[C:2]1[CH:3]=[C:4]([CH2:9][NH:10][C:11]([C:13]2[CH:18]=[CH:17][CH:16]=[C:15]([C:19]([NH:21][CH2:22][C:23]3[C:24]([NH:36][CH:37]4[CH2:42][CH2:41][O:40][CH2:39][CH2:38]4)=[C:25]4[CH:33]=[N:32][N:31]([CH2:34][CH3:35])[C:26]4=[N:27][C:28]=3[CH2:29][CH3:30])=[O:20])[N:14]=2)=[O:12])[CH:5]=[CH:6][C:7]=1[CH3:8].CC1(C)C(C)(C)OB([C:51]2[CH:52]=[C:53]([CH2:57][CH:58]3[CH2:63][CH2:62][N:61]([C:64]([O:66][C:67]([CH3:70])([CH3:69])[CH3:68])=[O:65])[CH2:60][CH2:59]3)[CH:54]=[CH:55][CH:56]=2)O1.C([O-])([O-])=O.[Na+].[Na+], predict the reaction product. The product is: [CH2:34]([N:31]1[C:26]2=[N:27][C:28]([CH2:29][CH3:30])=[C:23]([CH2:22][NH:21][C:19]([C:15]3[N:14]=[C:13]([C:11]([NH:10][CH2:9][C:4]4[CH:5]=[CH:6][C:7]([CH3:8])=[C:2]([C:55]5[CH:56]=[CH:51][CH:52]=[C:53]([CH2:57][CH:58]6[CH2:59][CH2:60][N:61]([C:64]([O:66][C:67]([CH3:70])([CH3:69])[CH3:68])=[O:65])[CH2:62][CH2:63]6)[CH:54]=5)[CH:3]=4)=[O:12])[CH:18]=[CH:17][CH:16]=3)=[O:20])[C:24]([NH:36][CH:37]3[CH2:42][CH2:41][O:40][CH2:39][CH2:38]3)=[C:25]2[CH:33]=[N:32]1)[CH3:35]. (5) Given the reactants Br[CH:2]([C:5]1[CH:10]=[C:9]([F:11])[CH:8]=[CH:7][C:6]=1[F:12])[CH2:3][CH3:4].C[Si]([C:17]#[N:18])(C)C, predict the reaction product. The product is: [F:12][C:6]1[CH:7]=[CH:8][C:9]([F:11])=[CH:10][C:5]=1[CH:2]([CH2:3][CH3:4])[C:17]#[N:18].